Task: Predict the product of the given reaction.. Dataset: Forward reaction prediction with 1.9M reactions from USPTO patents (1976-2016) (1) Given the reactants Cl[C:2]1[CH:7]=[C:6]([NH2:8])[CH:5]=[C:4]([CH3:9])[N:3]=1.[OH-:10].[Na+], predict the reaction product. The product is: [CH2:9]([O:10][C:2]1[CH:7]=[C:6]([NH2:8])[CH:5]=[C:4]([CH3:9])[N:3]=1)[CH2:4][CH2:5][CH3:6]. (2) Given the reactants C([N:3]([CH2:6]C)[CH2:4][CH3:5])C.Cl[C:9]([O:11][CH2:12][C:13]1[CH:18]=[CH:17][CH:16]=[CH:15][CH:14]=1)=[O:10].C([NH:21][CH2:22][CH3:23])C, predict the reaction product. The product is: [CH2:12]([O:11][C:9](=[O:10])[N:3]([CH2:4][CH2:5][O:11][C:12]1[CH:13]=[CH:14][CH:15]=[CH:16][C:23]=1[C:22]#[N:21])[CH3:6])[C:13]1[CH:18]=[CH:17][CH:16]=[CH:15][CH:14]=1.